From a dataset of Catalyst prediction with 721,799 reactions and 888 catalyst types from USPTO. Predict which catalyst facilitates the given reaction. (1) Reactant: [CH2:1]([O:3][C:4](=[O:25])[CH2:5][C:6]1[C:10]2[CH:11]=[CH:12][C:13]([O:15][CH2:16][C:17]3[C:18]([CH3:24])=[N:19][C:20]([CH3:23])=[CH:21][CH:22]=3)=[CH:14][C:9]=2[S:8][CH:7]=1)[CH3:2].IC.[H-].[Na+].Cl.[C:31]([O-])(O)=O.[Na+]. Product: [CH3:24][C:18]1[C:17]([CH2:16][O:15][C:13]2[CH:12]=[CH:11][C:10]3[C:6]([CH:5]([CH3:31])[C:4]([O:3][CH2:1][CH3:2])=[O:25])=[CH:7][S:8][C:9]=3[CH:14]=2)=[CH:22][CH:21]=[C:20]([CH3:23])[N:19]=1. The catalyst class is: 1. (2) Reactant: [CH2:1]([N:3]([CH2:28][CH3:29])[CH2:4][CH2:5][CH2:6][NH:7][C:8]([NH:10][C:11]1[CH:16]=[C:15]([O:17][C:18]2[CH:23]=[CH:22][C:21]([N+:24]([O-])=O)=[CH:20][C:19]=2[CH3:27])[CH:14]=[CH:13][N:12]=1)=[O:9])[CH3:2].[Cl-].[NH4+].O.C(OCC)(=O)C. Product: [NH2:24][C:21]1[CH:22]=[CH:23][C:18]([O:17][C:15]2[CH:14]=[CH:13][N:12]=[C:11]([NH:10][C:8]([NH:7][CH2:6][CH2:5][CH2:4][N:3]([CH2:28][CH3:29])[CH2:1][CH3:2])=[O:9])[CH:16]=2)=[C:19]([CH3:27])[CH:20]=1. The catalyst class is: 186. (3) Reactant: [CH:1]([C:4]1[N:8]2[CH:9]=[C:10]([C:13]3[O:17][CH:16]=[N:15][CH:14]=3)[CH:11]=[CH:12][C:7]2=[N:6][N:5]=1)([CH3:3])[CH3:2].O1CCCC1.[Br:23]N1C(=O)CCC1=O. Product: [CH:1]([C:4]1[N:8]2[CH:9]=[C:10]([C:13]3[O:17][CH:16]=[N:15][C:14]=3[Br:23])[CH:11]=[CH:12][C:7]2=[N:6][N:5]=1)([CH3:3])[CH3:2]. The catalyst class is: 9. (4) Reactant: [CH:1]([C:3]1[CH:8]=[CH:7][C:6](B(O)O)=[CH:5][CH:4]=1)=[O:2].FC(F)(F)S(O[C:18]1[CH2:23][CH2:22][N:21]([C:24]([O:26][C:27]([CH3:30])([CH3:29])[CH3:28])=[O:25])[CH2:20][CH:19]=1)(=O)=O.C(=O)([O-])[O-].[Cs+].[Cs+]. Product: [CH:1]([C:3]1[CH:8]=[CH:7][C:6]([C:18]2[CH2:23][CH2:22][N:21]([C:24]([O:26][C:27]([CH3:30])([CH3:29])[CH3:28])=[O:25])[CH2:20][CH:19]=2)=[CH:5][CH:4]=1)=[O:2]. The catalyst class is: 762. (5) Reactant: [F:1][C:2]1[CH:7]=[CH:6][CH:5]=[CH:4][C:3]=1[C:8]1[C:9]2[C@@H:10]3[CH2:28][CH2:27][N:26](C(OC(C)(C)C)=O)[CH2:25][CH2:24][C@@H:11]3[N:12](C(OC(C)(C)C)=O)[C:13]=2[CH:14]=[CH:15][CH:16]=1.[ClH:36]. Product: [ClH:36].[ClH:36].[F:1][C:2]1[CH:7]=[CH:6][CH:5]=[CH:4][C:3]=1[C:8]1[C:9]2[C@@H:10]3[CH2:28][CH2:27][NH:26][CH2:25][CH2:24][C@@H:11]3[NH:12][C:13]=2[CH:14]=[CH:15][CH:16]=1. The catalyst class is: 12. (6) Reactant: [F:1][C:2]1[CH:3]=[C:4]([NH:18][C:19](=[O:31])[CH2:20][C:21]([NH:23][C:24]2[CH:29]=[CH:28][C:27]([F:30])=[CH:26][CH:25]=2)=[O:22])[CH:5]=[CH:6][C:7]=1[O:8]C1C2SC=CC=2N=CN=1.Cl[C:33]1[C:34]2[CH:41]=[CH:40][S:39][C:35]=2[N:36]=[CH:37][N:38]=1.C(=O)([O-])[O-].[Cs+].[Cs+].[Cl-].CC(C)(C(=O)CC(=O)C(C)(C)C)C. Product: [F:1][C:2]1[CH:3]=[C:4]([NH:18][C:19](=[O:31])[CH2:20][C:21]([NH:23][C:24]2[CH:29]=[CH:28][C:27]([F:30])=[CH:26][CH:25]=2)=[O:22])[CH:5]=[CH:6][C:7]=1[O:8][C:33]1[C:34]2[CH:41]=[CH:40][S:39][C:35]=2[N:36]=[CH:37][N:38]=1. The catalyst class is: 536. (7) Reactant: Br[C:2]1[CH:3]=[C:4]([C:8]2[N:9]([C:13]3[C:18]([CH:19]([CH3:21])[CH3:20])=[CH:17][CH:16]=[CH:15][C:14]=3[CH:22]([CH3:24])[CH3:23])[CH:10]=[CH:11][N:12]=2)[CH:5]=[CH:6][CH:7]=1.[CH:25]1[C:37]2[NH:36][C:35]3[C:30](=[CH:31][CH:32]=[CH:33][CH:34]=3)[C:29]=2[CH:28]=[CH:27][C:26]=1[C:38]#[N:39].C1(P(C2CCCCC2)C2C=CC=CC=2C2C(OC)=CC=CC=2OC)CCCCC1.[O-]P([O-])([O-])=O.[K+].[K+].[K+]. Product: [CH:22]([C:14]1[CH:15]=[CH:16][CH:17]=[C:18]([CH:19]([CH3:21])[CH3:20])[C:13]=1[N:9]1[CH:10]=[CH:11][N:12]=[C:8]1[C:4]1[CH:3]=[C:2]([N:36]2[C:37]3[CH:25]=[C:26]([C:38]#[N:39])[CH:27]=[CH:28][C:29]=3[C:30]3[C:35]2=[CH:34][CH:33]=[CH:32][CH:31]=3)[CH:7]=[CH:6][CH:5]=1)([CH3:24])[CH3:23]. The catalyst class is: 110. (8) Reactant: [CH2:1]([O:8][C:9]([N:11]1[CH2:16][CH2:15][N:14]([C:17]2[CH:22]=[CH:21][C:20]([N:23]3[CH2:27][CH:26]([CH2:28][NH2:29])[O:25][C:24]3=[O:30])=[CH:19][C:18]=2[F:31])[CH2:13][CH2:12]1)=[O:10])[C:2]1[CH:7]=[CH:6][CH:5]=[CH:4][CH:3]=1.N1C=CC=CC=1.[C:38](OC(=O)C)(=[O:40])[CH3:39].CCOC(C)=O. Product: [C:38]([NH:29][CH2:28][C@@H:26]1[O:25][C:24](=[O:30])[N:23]([C:20]2[CH:21]=[CH:22][C:17]([N:14]3[CH2:13][CH2:12][N:11]([C:9]([O:8][CH2:1][C:2]4[CH:3]=[CH:4][CH:5]=[CH:6][CH:7]=4)=[O:10])[CH2:16][CH2:15]3)=[C:18]([F:31])[CH:19]=2)[CH2:27]1)(=[O:40])[CH3:39]. The catalyst class is: 2. (9) Reactant: [CH3:1][N:2]1[CH:6]=[CH:5][N:4]=[CH:3]1.[C:7](Cl)(=[O:14])[C:8]1[CH:13]=[CH:12][CH:11]=[CH:10][CH:9]=1.C(N(CC)CC)C. Product: [CH3:1][N:2]1[CH:6]=[CH:5][N:4]=[C:3]1[C:7]([C:8]1[CH:13]=[CH:12][CH:11]=[CH:10][CH:9]=1)=[O:14]. The catalyst class is: 10.